From a dataset of Forward reaction prediction with 1.9M reactions from USPTO patents (1976-2016). Predict the product of the given reaction. (1) Given the reactants O[CH:2]([CH2:8][C:9]1[N:10]=[CH:11][N:12]2[C:21]3[C:16](=[CH:17][C:18]([CH3:22])=[CH:19][CH:20]=3)[CH2:15][CH2:14][C:13]=12)[C:3]([O:5][CH2:6][CH3:7])=[O:4].[C:23]([O:27][C:28]([NH:30][C@H:31]1[CH2:35][CH2:34][N:33](C(CC2N=CN3C4C(=CC=CC=4)CCC=23)C(OCC)=O)[CH2:32]1)=[O:29])([CH3:26])([CH3:25])[CH3:24], predict the reaction product. The product is: [C:23]([O:27][C:28]([NH:30][C@H:31]1[CH2:35][CH2:34][N:33]([CH:2]([CH2:8][C:9]2[N:10]=[CH:11][N:12]3[C:21]4[C:16](=[CH:17][C:18]([CH3:22])=[CH:19][CH:20]=4)[CH2:15][CH2:14][C:13]=23)[C:3]([O:5][CH2:6][CH3:7])=[O:4])[CH2:32]1)=[O:29])([CH3:26])([CH3:24])[CH3:25]. (2) Given the reactants [CH3:1][I:2].[N:3]1([C:8]([NH:10][C@:11]2([C:16]([O:18][CH2:19][CH3:20])=[O:17])[CH2:13][C@H:12]2[CH:14]=[CH2:15])=[O:9])[CH:7]=[CH:6][N:5]=[CH:4]1, predict the reaction product. The product is: [I-:2].[CH2:19]([O:18][C:16]([C@@:11]1([NH:10][C:8]([N:3]2[CH:7]=[CH:6][N+:5]([CH3:1])=[CH:4]2)=[O:9])[CH2:13][C@H:12]1[CH:14]=[CH2:15])=[O:17])[CH3:20].